From a dataset of Reaction yield outcomes from USPTO patents with 853,638 reactions. Predict the reaction yield, written as a fraction of the theoretical maximum amount of product (1.0 means a 100% yield; for example, 0.34 means a 34% yield). (1) The yield is 0.270. The reactants are Br[C:2]1[C:3]([CH3:12])=[N:4][C:5]([O:10][CH3:11])=[C:6]([CH2:8][CH3:9])[CH:7]=1.C(=O)([O-])[O-].[K+].[K+].[NH:19]1[CH:23]=[CH:22][CH:21]=[N:20]1. The product is [CH2:8]([C:6]1[C:5]([O:10][CH3:11])=[N:4][C:3]([CH3:12])=[C:2]([N:19]2[CH:23]=[CH:22][CH:21]=[N:20]2)[CH:7]=1)[CH3:9]. The catalyst is O.[Cu](I)I. (2) The reactants are [BH4-].[Na+].[C:3]1([S:9]([N:12]2[C:20]3[C:15](=[CH:16][C:17]([C:21](=O)[CH3:22])=[CH:18][CH:19]=3)[CH2:14][CH2:13]2)(=[O:11])=[O:10])[CH:8]=[CH:7][CH:6]=[CH:5][CH:4]=1.[OH-].[Na+]. The catalyst is C(O)(C(F)(F)F)=O.O. The product is [C:3]1([S:9]([N:12]2[C:20]3[C:15](=[CH:16][C:17]([CH2:21][CH3:22])=[CH:18][CH:19]=3)[CH2:14][CH2:13]2)(=[O:11])=[O:10])[CH:4]=[CH:5][CH:6]=[CH:7][CH:8]=1. The yield is 0.430. (3) The reactants are [CH2:1]([O:8][C:9]1[C:10]([NH:16][C:17]([NH2:19])=[S:18])=[N:11][CH:12]=[C:13]([Br:15])N=1)[C:2]1[CH:7]=[CH:6][CH:5]=[CH:4][CH:3]=1.Br[CH2:21][C:22](=O)[CH2:23][CH2:24][C:25]([O:27][CH3:28])=[O:26].[CH2:30](N(CC)CC)C. The catalyst is CO. The product is [CH2:1]([O:8][C:9]1[C:10]([NH:16][C:17]2[S:18][CH:21]=[C:22]([CH2:23][CH2:24][C:25]([O:27][CH3:28])=[O:26])[N:19]=2)=[N:11][CH:12]=[C:13]([Br:15])[CH:30]=1)[C:2]1[CH:7]=[CH:6][CH:5]=[CH:4][CH:3]=1. The yield is 0.570. (4) The reactants are Br[C:2]1[CH:3]=[CH:4][CH:5]=[C:6]2[C:11]=1[N:10]=[C:9]([NH:12][C:13]1[CH:18]=[CH:17][CH:16]=[CH:15][CH:14]=1)[C:8]([CH3:19])=[N:7]2.C([Sn](CCCC)(CCCC)[C:25]([O:27]CC)=[CH2:26])CCC.CC(C1C=C(C(C)C)C(C2C=CC=CC=2P(C2CCCCC2)C2CCCCC2)=C(C(C)C)C=1)C.[F-].[Cs+]. The catalyst is O1CCOCC1.CCOC(C)=O.C1C=CC(/C=C/C(/C=C/C2C=CC=CC=2)=O)=CC=1.C1C=CC(/C=C/C(/C=C/C2C=CC=CC=2)=O)=CC=1.C1C=CC(/C=C/C(/C=C/C2C=CC=CC=2)=O)=CC=1.[Pd].[Pd].[Cu]I. The product is [CH3:19][C:8]1[C:9]([NH:12][C:13]2[CH:18]=[CH:17][CH:16]=[CH:15][CH:14]=2)=[N:10][C:11]2[C:6](=[CH:5][CH:4]=[CH:3][C:2]=2[C:25](=[O:27])[CH3:26])[N:7]=1. The yield is 0.210. (5) The reactants are [Cl:1][C:2]1[CH:3]=[C:4]([CH:8]([O:13][Si:14]([CH2:19][CH3:20])([CH2:17][CH3:18])[CH2:15][CH3:16])[CH2:9][N+:10]([O-])=O)[CH:5]=[CH:6][CH:7]=1. The yield is 0.620. The catalyst is [Ni].CO. The product is [Cl:1][C:2]1[CH:3]=[C:4]([CH:8]([O:13][Si:14]([CH2:15][CH3:16])([CH2:19][CH3:20])[CH2:17][CH3:18])[CH2:9][NH2:10])[CH:5]=[CH:6][CH:7]=1. (6) The reactants are Br[C:2]1[CH:7]=[CH:6][N:5]=[C:4]([C:8]([NH:10][C:11]2[CH:15]=[C:14]([C:16]3[N:20]([CH:21]4[CH2:23][CH2:22]4)[CH:19]=[N:18][N:17]=3)[S:13][CH:12]=2)=[O:9])[CH:3]=1.[N:24]1[CH:29]=[CH:28][CH:27]=[C:26](B(O)O)[CH:25]=1.C(=O)([O-])[O-].[K+].[K+]. The catalyst is C1(C)C=CC=CC=1. The product is [CH:21]1([N:20]2[CH:19]=[N:18][N:17]=[C:16]2[C:14]2[S:13][CH:12]=[C:11]([NH:10][C:8]([C:4]3[CH:3]=[C:2]([C:26]4[CH:25]=[N:24][CH:29]=[CH:28][CH:27]=4)[CH:7]=[CH:6][N:5]=3)=[O:9])[CH:15]=2)[CH2:23][CH2:22]1. The yield is 0.200. (7) The yield is 0.770. The reactants are [CH3:1][C:2]1[CH:11]=[N:10][C:9]2[C:4](=[C:5]([N+:12]([O-])=O)[CH:6]=[CH:7][CH:8]=2)[N:3]=1. The product is [CH3:1][C:2]1[CH:11]=[N:10][C:9]2[C:4](=[C:5]([NH2:12])[CH:6]=[CH:7][CH:8]=2)[N:3]=1. The catalyst is CO.[Cl-].[Cl-].[Cl-].[Ti+3]. (8) The reactants are Br[C:2]1[CH:10]=[C:9]2[C:5]([CH:6]=[N:7][N:8]2[CH:11]2[CH2:16][CH2:15][CH2:14][CH2:13][O:12]2)=[CH:4][CH:3]=1.[CH3:17][C:18]1([CH3:34])[C:22]([CH3:24])([CH3:23])[O:21][B:20]([B:20]2[O:21][C:22]([CH3:24])([CH3:23])[C:18]([CH3:34])([CH3:17])[O:19]2)[O:19]1.C1(P(C2C=CC=CC=2)C2C=CC=CC=2)C=CC=CC=1.P([O-])([O-])([O-])=O.[K+].[K+].[K+]. The catalyst is COCCOC.C([O-])(=O)C.[Pd+2].C([O-])(=O)C. The product is [O:12]1[CH2:13][CH2:14][CH2:15][CH2:16][CH:11]1[N:8]1[C:9]2[C:5](=[CH:4][CH:3]=[C:2]([B:20]3[O:21][C:22]([CH3:24])([CH3:23])[C:18]([CH3:34])([CH3:17])[O:19]3)[CH:10]=2)[CH:6]=[N:7]1. The yield is 0.510.